From a dataset of Forward reaction prediction with 1.9M reactions from USPTO patents (1976-2016). Predict the product of the given reaction. (1) Given the reactants [NH2:1][C:2]1[CH:20]=[CH:19][C:5]([O:6][C:7]2[CH:12]=[CH:11][N:10]=[C:9]3[NH:13][CH:14]=[C:15]([CH2:16][CH2:17][OH:18])[C:8]=23)=[C:4]([F:21])[CH:3]=1.Cl[C:23]1[CH:28]=[CH:27][N:26]=[C:25]([NH2:29])[N:24]=1.Cl.[OH-].[Na+], predict the reaction product. The product is: [NH2:29][C:25]1[N:26]=[C:27]([NH:1][C:2]2[CH:20]=[CH:19][C:5]([O:6][C:7]3[CH:12]=[CH:11][N:10]=[C:9]4[NH:13][CH:14]=[C:15]([CH2:16][CH2:17][OH:18])[C:8]=34)=[C:4]([F:21])[CH:3]=2)[CH:28]=[CH:23][N:24]=1. (2) Given the reactants Br[C:2]1[CH:3]=[C:4]([C:8]#[C:9][C:10]([OH:17])([CH2:14][CH2:15][CH3:16])[CH2:11][CH2:12][CH3:13])[CH:5]=[CH:6][CH:7]=1.[F:18][C:19]([F:27])([F:26])[C:20]([NH:22][CH2:23][C:24]#[CH:25])=[O:21], predict the reaction product. The product is: [F:18][C:19]([F:27])([F:26])[C:20]([NH:22][CH2:23][C:24]#[C:25][C:2]1[CH:7]=[CH:6][CH:5]=[C:4]([C:8]#[C:9][C:10]([OH:17])([CH2:14][CH2:15][CH3:16])[CH2:11][CH2:12][CH3:13])[CH:3]=1)=[O:21]. (3) Given the reactants [CH3:1][O:2][C:3]1[CH:8]=[N:7][C:6]([C:9]2[CH:13]=[CH:12][NH:11][N:10]=2)=[C:5]2[NH:14][CH:15]=[C:16]([C:17](=[O:37])[C:18]([N:20]3[CH2:25][CH2:24][N:23]([C:26]4[N:30]([C:31]5[CH:36]=[CH:35][CH:34]=[CH:33][N:32]=5)[N:29]=[N:28][N:27]=4)[CH2:22][CH2:21]3)=[O:19])[C:4]=12.[H-].[Na+].Br[CH2:41][C:42]([O:44]C)=[O:43], predict the reaction product. The product is: [C:42]([CH2:41][N:11]1[CH:12]=[CH:13][C:9]([C:6]2[N:7]=[CH:8][C:3]([O:2][CH3:1])=[C:4]3[C:16]([C:17](=[O:37])[C:18](=[O:19])[N:20]4[CH2:25][CH2:24][N:23]([C:26]5[N:30]([C:31]6[CH:36]=[CH:35][CH:34]=[CH:33][N:32]=6)[N:29]=[N:28][N:27]=5)[CH2:22][CH2:21]4)=[CH:15][N:14]([CH2:41][C:42]([OH:44])=[O:43])[C:5]=23)=[N:10]1)([OH:44])=[O:43]. (4) Given the reactants [N:1]1([S:5]([C:8]2[CH:13]=[CH:12][C:11]([C:14]3[CH:15]=[C:16]4[N:22]=[C:21]([CH2:23][CH2:24][CH:25]5[NH:31][C:30](=O)[CH2:29][CH2:28][CH2:27][CH2:26]5)[NH:20][C:17]4=[N:18][CH:19]=3)=[CH:10][CH:9]=2)(=[O:7])=[O:6])[CH2:4][CH2:3][CH2:2]1.COC1C=CC(P2(SP(C3C=CC(OC)=CC=3)(=S)S2)=[S:42])=CC=1, predict the reaction product. The product is: [N:1]1([S:5]([C:8]2[CH:13]=[CH:12][C:11]([C:14]3[CH:15]=[C:16]4[N:22]=[C:21]([CH2:23][CH2:24][CH:25]5[NH:31][C:30](=[S:42])[CH2:29][CH2:28][CH2:27][CH2:26]5)[NH:20][C:17]4=[N:18][CH:19]=3)=[CH:10][CH:9]=2)(=[O:7])=[O:6])[CH2:4][CH2:3][CH2:2]1. (5) Given the reactants [C:1]([O:5][C:6]([CH:8]1[CH:14]([NH:15]C(OCC2C=CC(OC)=CC=2)=O)[CH2:13][CH:12]=[CH:11][CH2:10][N:9]1[S:28]([C:31]1[CH:36]=[CH:35][C:34]([O:37][CH3:38])=[CH:33][CH:32]=1)(=[O:30])=[O:29])=[O:7])([CH3:4])([CH3:3])[CH3:2].FC(F)(F)C(O)=O, predict the reaction product. The product is: [C:1]([O:5][C:6]([CH:8]1[CH:14]([NH2:15])[CH2:13][CH:12]=[CH:11][CH2:10][N:9]1[S:28]([C:31]1[CH:36]=[CH:35][C:34]([O:37][CH3:38])=[CH:33][CH:32]=1)(=[O:30])=[O:29])=[O:7])([CH3:4])([CH3:3])[CH3:2]. (6) Given the reactants [CH:1]1([CH2:7][CH2:8][NH2:9])[CH2:6][CH2:5][CH2:4][CH2:3][CH2:2]1.[Br:10][C:11]1[C:12](Cl)=[N:13][C:14]([Cl:17])=[N:15][CH:16]=1, predict the reaction product. The product is: [Br:10][C:11]1[C:12]([NH:9][CH2:8][CH2:7][CH:1]2[CH2:6][CH2:5][CH2:4][CH2:3][CH2:2]2)=[N:13][C:14]([Cl:17])=[N:15][CH:16]=1. (7) The product is: [CH:25]1([CH2:24][C@H:3]([NH:2][S:41]([C:39]2[S:40][C:36]([C:33]3[CH:34]=[CH:35][O:31][N:32]=3)=[CH:37][CH:38]=2)(=[O:42])=[O:43])[C:4]([NH:6][C@H:7]2[CH2:13][CH2:12][CH2:11][N:10]([S:14]([C:17]3[CH:22]=[CH:21][CH:20]=[CH:19][N:18]=3)(=[O:15])=[O:16])[CH2:9][C:8]2=[O:23])=[O:5])[CH2:30][CH2:29][CH2:28][CH2:27][CH2:26]1. Given the reactants Cl.[NH2:2][C@@H:3]([CH2:24][CH:25]1[CH2:30][CH2:29][CH2:28][CH2:27][CH2:26]1)[C:4]([NH:6][C@H:7]1[CH2:13][CH2:12][CH2:11][N:10]([S:14]([C:17]2[CH:22]=[CH:21][CH:20]=[CH:19][N:18]=2)(=[O:16])=[O:15])[CH2:9][C@@H:8]1[OH:23])=[O:5].[O:31]1[CH:35]=[CH:34][C:33]([C:36]2[S:40][C:39]([S:41](Cl)(=[O:43])=[O:42])=[CH:38][CH:37]=2)=[N:32]1.CC(OI1(OC(C)=O)(OC(C)=O)OC(=O)C2C=CC=CC1=2)=O, predict the reaction product.